Task: Predict the reactants needed to synthesize the given product.. Dataset: Full USPTO retrosynthesis dataset with 1.9M reactions from patents (1976-2016) (1) Given the product [Cl:1][C:2]1[CH:3]=[C:4]([CH:10]([C:23]([F:24])([F:25])[F:26])/[CH:11]=[CH:12]/[C:13]2[CH:14]=[C:15]3[C:19](=[CH:20][CH:21]=2)[N:18]([NH:22][C:30](=[O:31])[CH2:29][C:28]([F:34])([F:33])[F:27])[CH2:17][CH2:16]3)[CH:5]=[C:6]([Cl:9])[C:7]=1[F:8], predict the reactants needed to synthesize it. The reactants are: [Cl:1][C:2]1[CH:3]=[C:4]([CH:10]([C:23]([F:26])([F:25])[F:24])/[CH:11]=[CH:12]/[C:13]2[CH:14]=[C:15]3[C:19](=[CH:20][CH:21]=2)[N:18]([NH2:22])[CH2:17][CH2:16]3)[CH:5]=[C:6]([Cl:9])[C:7]=1[F:8].[F:27][C:28]([F:34])([F:33])[CH2:29][C:30](O)=[O:31].C1CN([P+](ON2N=NC3C=CC=CC2=3)(N2CCCC2)N2CCCC2)CC1.F[P-](F)(F)(F)(F)F.CCN(C(C)C)C(C)C. (2) Given the product [Br:6][C:7]1[CH:15]=[CH:14][CH:13]=[C:12]2[C:8]=1[C:9]([CH:19]=[O:20])=[CH:10][NH:11]2, predict the reactants needed to synthesize it. The reactants are: P(Cl)(Cl)(Cl)=O.[Br:6][C:7]1[CH:15]=[CH:14][CH:13]=[C:12]2[C:8]=1[CH:9]=[CH:10][NH:11]2.CN([CH:19]=[O:20])C. (3) Given the product [Cl:1][C:2]1[CH:7]=[CH:6][CH:5]=[CH:4][C:3]=1[C:8]1[O:9][C:10]2[C:15]([C:16](=[O:18])[CH:17]=1)=[C:14]([OH:19])[CH:13]=[C:12]([OH:21])[C:11]=2[C@@H:23]1[CH2:27][CH2:26][N:25]([CH3:28])[C@H:24]1[CH2:29][C:30]#[N:31], predict the reactants needed to synthesize it. The reactants are: [Cl:1][C:2]1[CH:7]=[CH:6][CH:5]=[CH:4][C:3]=1[C:8]1[O:9][C:10]2[C:15]([C:16](=[O:18])[CH:17]=1)=[C:14]([O:19]C)[CH:13]=[C:12]([O:21]C)[C:11]=2[C@@H:23]1[CH2:27][CH2:26][N:25]([CH3:28])[C@H:24]1[CH2:29][C:30]#[N:31].Cl.N1C=CC=CC=1. (4) Given the product [NH:8]1[C:12]2[CH:13]=[CH:14][CH:15]=[CH:16][C:11]=2[NH:10][C:9]1=[C:17]([C:36](=[O:37])[C:38]1[CH:43]=[CH:42][NH:41][C:40](=[O:44])[CH:39]=1)[C:18]([C:20]1[CH:21]=[C:22]([S:26]([NH:29][C:30](=[NH:35])[C:31]([OH:34])([CH3:32])[CH3:33])(=[O:27])=[O:28])[CH:23]=[CH:24][CH:25]=1)=[O:19], predict the reactants needed to synthesize it. The reactants are: Cl.C(OCC)(=O)C.[NH:8]1[C:12]2[CH:13]=[CH:14][CH:15]=[CH:16][C:11]=2[NH:10][C:9]1=[C:17]([C:36]([C:38]1[CH:43]=[CH:42][N:41]=[C:40]([O:44]C)[CH:39]=1)=[O:37])[C:18]([C:20]1[CH:21]=[C:22]([S:26]([NH:29][C:30](=[NH:35])[C:31]([OH:34])([CH3:33])[CH3:32])(=[O:28])=[O:27])[CH:23]=[CH:24][CH:25]=1)=[O:19]. (5) Given the product [Cl:1][C:2]1[CH:10]=[C:9]2[C:5]([CH:6]=[N:7][N:8]2[C:11]2[CH:12]=[CH:13][C:14]([F:17])=[CH:15][CH:16]=2)=[CH:4][C:3]=1[O:18][CH:19]([C:23]1[CH:24]=[CH:25][C:26]([F:29])=[CH:27][CH:28]=1)[CH:20]([NH:22][C:32](=[O:33])[C:31]([F:42])([F:41])[F:30])[CH3:21], predict the reactants needed to synthesize it. The reactants are: [Cl:1][C:2]1[CH:10]=[C:9]2[C:5]([CH:6]=[N:7][N:8]2[C:11]2[CH:16]=[CH:15][C:14]([F:17])=[CH:13][CH:12]=2)=[CH:4][C:3]=1[O:18][CH:19]([C:23]1[CH:28]=[CH:27][C:26]([F:29])=[CH:25][CH:24]=1)[CH:20]([NH2:22])[CH3:21].[F:30][C:31]([F:42])([F:41])[C:32](O[C:32](=[O:33])[C:31]([F:42])([F:41])[F:30])=[O:33].O.CC#N.